This data is from Reaction yield outcomes from USPTO patents with 853,638 reactions. The task is: Predict the reaction yield, written as a fraction of the theoretical maximum amount of product (1.0 means a 100% yield; for example, 0.34 means a 34% yield). (1) The reactants are [CH3:1][C:2]1[O:6][N:5]=[C:4]([C:7]2[CH:12]=[CH:11][CH:10]=[CH:9][CH:8]=2)[C:3]=1[CH2:13][O:14][C:15]1[CH:23]=[CH:22][C:18]([C:19]([OH:21])=O)=[CH:17][N:16]=1.[CH:24]([N:27]1[CH2:32][CH2:31][CH:30]([NH2:33])[CH2:29][CH2:28]1)([CH3:26])[CH3:25]. No catalyst specified. The product is [CH:24]([N:27]1[CH2:32][CH2:31][CH:30]([NH:33][C:19](=[O:21])[C:18]2[CH:22]=[CH:23][C:15]([O:14][CH2:13][C:3]3[C:4]([C:7]4[CH:8]=[CH:9][CH:10]=[CH:11][CH:12]=4)=[N:5][O:6][C:2]=3[CH3:1])=[N:16][CH:17]=2)[CH2:29][CH2:28]1)([CH3:26])[CH3:25]. The yield is 0.730. (2) The reactants are [OH:1][C:2]1[CH:10]=[CH:9][C:5]([CH2:6][C:7]#[N:8])=[CH:4][CH:3]=1.C(=O)([O-])[O-].[K+].[K+].Br[CH2:18][C:19]#[N:20]. The catalyst is CC(C)=O. The product is [C:7]([CH2:6][C:5]1[CH:9]=[CH:10][C:2]([O:1][CH2:18][C:19]#[N:20])=[CH:3][CH:4]=1)#[N:8]. The yield is 0.980.